Dataset: Forward reaction prediction with 1.9M reactions from USPTO patents (1976-2016). Task: Predict the product of the given reaction. (1) Given the reactants [Br:1]Br.C1(P(C2C=CC=CC=2)C2C=CC=CC=2)C=CC=CC=1.[CH2:22]([C@H:24]1[CH2:29][CH2:28][C@H:27]([CH:30]2[CH2:35][CH2:34][CH:33](O)[CH2:32][CH2:31]2)[CH2:26][CH2:25]1)[CH3:23], predict the reaction product. The product is: [Br:1][CH:33]1[CH2:34][CH2:35][CH:30]([CH:27]2[CH2:28][CH2:29][CH:24]([CH2:22][CH3:23])[CH2:25][CH2:26]2)[CH2:31][CH2:32]1. (2) Given the reactants [OH:1][C:2]1([CH:8]([C:24]2[CH:29]=[CH:28][CH:27]=[C:26]([O:30][C:31]([F:34])([F:33])[F:32])[CH:25]=2)[C:9]([N:11]2[CH2:16][CH2:15][N:14](C(OC(C)(C)C)=O)[CH2:13][CH2:12]2)=O)[CH2:7][CH2:6][CH2:5][CH2:4][CH2:3]1.[ClH:35], predict the reaction product. The product is: [ClH:35].[ClH:35].[N:11]1([CH2:9][CH:8]([C:2]2([OH:1])[CH2:7][CH2:6][CH2:5][CH2:4][CH2:3]2)[C:24]2[CH:29]=[CH:28][CH:27]=[C:26]([O:30][C:31]([F:34])([F:33])[F:32])[CH:25]=2)[CH2:16][CH2:15][NH:14][CH2:13][CH2:12]1. (3) The product is: [F:1][CH:2]([F:20])[O:3][C:4]1[CH:9]=[CH:8][C:7]([C:10]#[C:11][C:12]2[CH:13]=[C:14](/[CH:15]=[N:32]/[NH:31][S:28]([C:25]3[CH:26]=[CH:27][C:22]([CH3:21])=[CH:23][CH:24]=3)(=[O:29])=[O:30])[CH:17]=[CH:18][CH:19]=2)=[CH:6][CH:5]=1. Given the reactants [F:1][CH:2]([F:20])[O:3][C:4]1[CH:9]=[CH:8][C:7]([C:10]#[C:11][C:12]2[CH:13]=[C:14]([CH:17]=[CH:18][CH:19]=2)[CH:15]=O)=[CH:6][CH:5]=1.[CH3:21][C:22]1[CH:27]=[CH:26][C:25]([S:28]([NH:31][NH2:32])(=[O:30])=[O:29])=[CH:24][CH:23]=1.CCO, predict the reaction product. (4) Given the reactants [CH:1]1[C:10]2[C:11]3[CH2:17][CH2:16][CH2:15][CH2:14][CH2:13][C:12]=3[N:8]3[C:9]=2[C:4]([CH2:5][CH2:6][CH2:7]3)=[CH:3][CH:2]=1.[N+:18]([O-])([O-:20])=[O:19].[K+], predict the reaction product. The product is: [N+:18]([C:2]1[CH:3]=[C:4]2[C:9]3=[C:10]([C:11]4[CH2:17][CH2:16][CH2:15][CH2:14][CH2:13][C:12]=4[N:8]3[CH2:7][CH2:6][CH2:5]2)[CH:1]=1)([O-:20])=[O:19].